Dataset: Catalyst prediction with 721,799 reactions and 888 catalyst types from USPTO. Task: Predict which catalyst facilitates the given reaction. (1) Reactant: F[C:2]1[CH:7]=[CH:6][CH:5]=[CH:4][C:3]=1[N+:8]([O-:10])=[O:9].[NH2:11][CH2:12][CH2:13][C:14]([CH3:17])([OH:16])[CH3:15].C(N(CC)CC)C. Product: [CH3:15][C:14]([OH:16])([CH2:13][CH2:12][NH:11][C:2]1[CH:7]=[CH:6][CH:5]=[CH:4][C:3]=1[N+:8]([O-:10])=[O:9])[CH3:17]. The catalyst class is: 1. (2) Reactant: [Cl:1][C:2]1[CH:11]=[CH:10][C:9]2[C:4](=[CH:5][CH:6]=[C:7](B3OC(C)(C)C(C)(C)O3)[CH:8]=2)[N:3]=1.I[C:22]1[N:23]=[C:24]([C@@H:27]2[CH2:39][N:37]3[C:38]4[CH:30]([C@@H:31]([NH:40][C:41](=[O:44])[O:42][CH3:43])[CH2:32][CH2:33][C:34]=4[CH:35]=[CH:36]3)[C:29](=[O:45])[CH2:28]2)[NH:25][CH:26]=1.C(=O)(O)[O-].[Na+].C1(C)C=CC=CC=1. Product: [Cl:1][C:2]1[CH:11]=[CH:10][C:9]2[C:4](=[CH:5][CH:6]=[C:7]([C:22]3[N:23]=[C:24]([C@@H:27]4[CH2:39][N:37]5[C:38]6[CH:30]([C@@H:31]([NH:40][C:41](=[O:44])[O:42][CH3:43])[CH2:32][CH2:33][C:34]=6[CH:35]=[CH:36]5)[C:29](=[O:45])[CH2:28]4)[NH:25][CH:26]=3)[CH:8]=2)[N:3]=1. The catalyst class is: 97. (3) Reactant: [CH2:1]([O:8][C:9](=[O:35])[N:10]([CH2:13][C:14]1[CH:19]=[C:18]([C:20]([F:23])([F:22])[F:21])[CH:17]=[CH:16][C:15]=1[C:24]1[CH:29]=[C:28]([CH2:30][C:31]#[N:32])[CH:27]=[CH:26][C:25]=1[O:33][CH3:34])[CH2:11][CH3:12])[C:2]1[CH:7]=[CH:6][CH:5]=[CH:4][CH:3]=1.[N:36]([Si](C)(C)C)=[N+:37]=[N-:38].C([Sn](=O)CCCC)CCC. Product: [CH2:1]([O:8][C:9](=[O:35])[N:10]([CH2:11][CH3:12])[CH2:13][C:14]1[CH:19]=[C:18]([C:20]([F:21])([F:22])[F:23])[CH:17]=[CH:16][C:15]=1[C:24]1[CH:29]=[C:28]([CH2:30][C:31]2[N:36]=[N:37][NH:38][N:32]=2)[CH:27]=[CH:26][C:25]=1[O:33][CH3:34])[C:2]1[CH:3]=[CH:4][CH:5]=[CH:6][CH:7]=1. The catalyst class is: 11. (4) Product: [Cl:25][C:26]1[N:27]=[N:28][C:29]([Cl:33])=[CH:30][C:31]=1[N:23]1[CH:24]=[C:20]([C:6]2[C:5]3[C:9](=[CH:10][C:2]([F:1])=[CH:3][CH:4]=3)[N:8]([S:11]([C:14]3[CH:15]=[CH:16][CH:17]=[CH:18][CH:19]=3)(=[O:12])=[O:13])[CH:7]=2)[CH:21]=[N:22]1. Reactant: [F:1][C:2]1[CH:10]=[C:9]2[C:5]([C:6]([C:20]3[CH:21]=[N:22][NH:23][CH:24]=3)=[CH:7][N:8]2[S:11]([C:14]2[CH:19]=[CH:18][CH:17]=[CH:16][CH:15]=2)(=[O:13])=[O:12])=[CH:4][CH:3]=1.[Cl:25][C:26]1[N:27]=[N:28][C:29]([Cl:33])=[CH:30][C:31]=1Cl.C([O-])([O-])=O.[K+].[K+]. The catalyst class is: 210. (5) Reactant: C(OC(=O)[NH:7][CH2:8][CH2:9][NH:10][C:11]([N:13]1[CH2:18][CH2:17][CH2:16][C@H:15]([NH:19][CH2:20][C:21]2[CH:30]=[C:29]3[C:24]([CH2:25][CH2:26][C:27](=[O:32])[N:28]3[CH3:31])=[CH:23][C:22]=2[O:33][CH3:34])[C@@H:14]1[C:35]1[CH:40]=[CH:39][CH:38]=[CH:37][CH:36]=1)=[S:12])(C)(C)C. Product: [NH2:7][CH2:8][CH2:9][NH:10][C:11]([N:13]1[CH2:18][CH2:17][CH2:16][CH:15]([NH:19][CH2:20][C:21]2[CH:30]=[C:29]3[C:24]([CH2:25][CH2:26][C:27](=[O:32])[N:28]3[CH3:31])=[CH:23][C:22]=2[O:33][CH3:34])[CH:14]1[C:35]1[CH:36]=[CH:37][CH:38]=[CH:39][CH:40]=1)=[S:12]. The catalyst class is: 557.